Dataset: Reaction yield outcomes from USPTO patents with 853,638 reactions. Task: Predict the reaction yield, written as a fraction of the theoretical maximum amount of product (1.0 means a 100% yield; for example, 0.34 means a 34% yield). The reactants are C[Si]([N-][Si](C)(C)C)(C)C.[K+].[Br:11][C:12]1[CH:27]=[C:15]2[N:16]=[C:17]([CH3:26])[C:18]([CH2:21][C:22]([O:24][CH3:25])=[O:23])=[C:19]([Cl:20])[N:14]2[N:13]=1.C1(C2[O:36]N2S(C2C=CC=CC=2)(=O)=O)C=CC=CC=1. The catalyst is C1COCC1. The product is [Br:11][C:12]1[CH:27]=[C:15]2[N:16]=[C:17]([CH3:26])[C:18]([CH:21]([OH:36])[C:22]([O:24][CH3:25])=[O:23])=[C:19]([Cl:20])[N:14]2[N:13]=1. The yield is 0.270.